Dataset: NCI-60 drug combinations with 297,098 pairs across 59 cell lines. Task: Regression. Given two drug SMILES strings and cell line genomic features, predict the synergy score measuring deviation from expected non-interaction effect. (1) Drug 1: CCC(=C(C1=CC=CC=C1)C2=CC=C(C=C2)OCCN(C)C)C3=CC=CC=C3.C(C(=O)O)C(CC(=O)O)(C(=O)O)O. Drug 2: CN1C(=O)N2C=NC(=C2N=N1)C(=O)N. Cell line: NCI-H322M. Synergy scores: CSS=-3.36, Synergy_ZIP=3.95, Synergy_Bliss=4.38, Synergy_Loewe=1.76, Synergy_HSA=-0.816. (2) Drug 1: CCC(=C(C1=CC=CC=C1)C2=CC=C(C=C2)OCCN(C)C)C3=CC=CC=C3.C(C(=O)O)C(CC(=O)O)(C(=O)O)O. Drug 2: C1CCC(C(C1)N)N.C(=O)(C(=O)[O-])[O-].[Pt+4]. Cell line: BT-549. Synergy scores: CSS=17.7, Synergy_ZIP=-4.94, Synergy_Bliss=-5.82, Synergy_Loewe=-8.64, Synergy_HSA=-2.79.